This data is from Reaction yield outcomes from USPTO patents with 853,638 reactions. The task is: Predict the reaction yield, written as a fraction of the theoretical maximum amount of product (1.0 means a 100% yield; for example, 0.34 means a 34% yield). (1) The reactants are [CH:1]1([C:4]2[NH:5][C:6]3[C:11]([CH:12]=2)=[CH:10][C:9]([N+:13]([O-])=O)=[CH:8][CH:7]=3)[CH2:3][CH2:2]1. The catalyst is CO.[Ni]. The product is [CH:1]1([C:4]2[NH:5][C:6]3[C:11]([CH:12]=2)=[CH:10][C:9]([NH2:13])=[CH:8][CH:7]=3)[CH2:3][CH2:2]1. The yield is 0.560. (2) The reactants are [NH2:1][C:2]1[N:7]=[C:6]([OH:8])[CH:5]=[C:4]([NH2:9])[N:3]=1.C(O)(=O)C.[N:14]([O-])=[O:15].[Na+]. The catalyst is O. The product is [NH2:1][C:2]1[N:7]=[C:6]([OH:8])[C:5]([N:14]=[O:15])=[C:4]([NH2:9])[N:3]=1. The yield is 0.970. (3) The reactants are [NH2:1][C:2]1[CH:22]=[C:21]([Cl:23])[C:5]2[O:6][C:7]3[C:16]([CH3:17])=[CH:15][C:14]([C:18]([OH:20])=[O:19])=[CH:13][C:8]=3[S:9](=[O:12])(=[O:11])[CH2:10][C:4]=2[CH:3]=1.[CH3:24][O-].[Na+].C=O.[BH4-].[Na+].[OH-].[K+]. The catalyst is CO. The product is [Cl:23][C:21]1[C:5]2[O:6][C:7]3[C:16]([CH3:17])=[CH:15][C:14]([C:18]([OH:20])=[O:19])=[CH:13][C:8]=3[S:9](=[O:11])(=[O:12])[CH2:10][C:4]=2[CH:3]=[C:2]([NH:1][CH3:24])[CH:22]=1. The yield is 0.385. (4) The reactants are [CH3:1][O:2][C:3](=[O:31])[CH:4]=[CH:5][C:6]1[CH:11]=[CH:10][C:9]([O:12][C:13]2[CH:18]=[CH:17][C:16]([CH:19]([NH:23][C:24]([O:26][C:27]([CH3:30])([CH3:29])[CH3:28])=[O:25])[C:20]([OH:22])=[O:21])=[CH:15][CH:14]=2)=[CH:8][CH:7]=1.[H][H]. The catalyst is [Ni].CO. The product is [CH3:1][O:2][C:3](=[O:31])[CH2:4][CH2:5][C:6]1[CH:7]=[CH:8][C:9]([O:12][C:13]2[CH:18]=[CH:17][C:16]([CH:19]([NH:23][C:24]([O:26][C:27]([CH3:29])([CH3:28])[CH3:30])=[O:25])[C:20]([OH:22])=[O:21])=[CH:15][CH:14]=2)=[CH:10][CH:11]=1. The yield is 0.750.